Dataset: Peptide-MHC class I binding affinity with 185,985 pairs from IEDB/IMGT. Task: Regression. Given a peptide amino acid sequence and an MHC pseudo amino acid sequence, predict their binding affinity value. This is MHC class I binding data. The peptide sequence is NPANKEESI. The MHC is HLA-A25:01 with pseudo-sequence HLA-A25:01. The binding affinity (normalized) is 0.0847.